Dataset: Full USPTO retrosynthesis dataset with 1.9M reactions from patents (1976-2016). Task: Predict the reactants needed to synthesize the given product. (1) Given the product [O:1]1[CH2:6][CH2:5][CH2:4][CH2:3][CH:2]1[O:7][CH2:8][CH2:9][O:10][C:11]1[C:16]([NH:17][C:25]([C:27]2[C:36]3[C:35]4[N:37]=[CH:38][CH:39]=[CH:40][C:34]=4[CH2:33][CH2:32][CH2:31][C:30]=3[NH:29][CH:28]=2)=[O:24])=[CH:15][CH:14]=[CH:13][N:12]=1, predict the reactants needed to synthesize it. The reactants are: [O:1]1[CH2:6][CH2:5][CH2:4][CH2:3][CH:2]1[O:7][CH2:8][CH2:9][O:10][C:11]1[C:16]([NH2:17])=[CH:15][CH:14]=[CH:13][N:12]=1.C[Al](C)C.C([O:24][C:25]([C:27]1[C:36]2[C:35]3[N:37]=[CH:38][CH:39]=[CH:40][C:34]=3[CH2:33][CH2:32][CH2:31][C:30]=2[NH:29][CH:28]=1)=O)C.O. (2) Given the product [NH2:27][C@H:24]1[CH2:25][CH2:26][N:22]([C:3]2[C:2]([C:39]3[CH:40]=[N:35][CH:36]=[N:37][CH:38]=3)=[CH:7][C:6]([C:8]([NH:9][C:10]3[CH:11]=[CH:12][C:13]([O:16][C:17]([F:18])([F:20])[F:19])=[CH:14][CH:15]=3)=[O:21])=[CH:5][N:4]=2)[CH2:23]1, predict the reactants needed to synthesize it. The reactants are: Br[C:2]1[C:3]([N:22]2[CH2:26][CH2:25][C@H:24]([NH:27]C(=O)OC(C)(C)C)[CH2:23]2)=[N:4][CH:5]=[C:6]([C:8](=[O:21])[NH:9][C:10]2[CH:15]=[CH:14][C:13]([O:16][C:17]([F:20])([F:19])[F:18])=[CH:12][CH:11]=2)[CH:7]=1.[N:35]1[CH:40]=[C:39](B(O)O)[CH:38]=[N:37][CH:36]=1. (3) Given the product [CH3:20][S:21]([C:24]1[CH:29]=[CH:28][C:27]([C:2]2[N:3]=[C:4]([C:9]3[N:13]=[C:12]([C:14]4[CH:19]=[CH:18][CH:17]=[CH:16][CH:15]=4)[O:11][N:10]=3)[C:5]([NH2:8])=[N:6][CH:7]=2)=[CH:26][CH:25]=1)(=[O:23])=[O:22], predict the reactants needed to synthesize it. The reactants are: Br[C:2]1[N:3]=[C:4]([C:9]2[N:13]=[C:12]([C:14]3[CH:19]=[CH:18][CH:17]=[CH:16][CH:15]=3)[O:11][N:10]=2)[C:5]([NH2:8])=[N:6][CH:7]=1.[CH3:20][S:21]([C:24]1[CH:29]=[CH:28][C:27](B(O)O)=[CH:26][CH:25]=1)(=[O:23])=[O:22].C([O-])([O-])=O.[Na+].[Na+]. (4) Given the product [CH3:1][N:2]1[C:13](=[O:14])[CH2:12][CH:11]([CH3:15])[C@H:3]1[C:4]([OH:6])=[O:5], predict the reactants needed to synthesize it. The reactants are: [CH3:1][N:2]1[C:13](=[O:14])[CH2:12][CH:11]([CH3:15])[C@H:3]1[C:4]([O:6]C(C)(C)C)=[O:5].FC(F)(F)C(O)=O. (5) Given the product [CH2:1]([N:8]1[C:20]2[CH:19]=[C:18]3[C:13]([CH:14]=[CH:15][N:16]=[C:17]3[CH:21]3[CH2:26][CH2:25][N:24]([CH3:27])[CH2:23][CH2:22]3)=[CH:12][C:11]=2[CH2:10][CH2:9]1)[C:2]1[CH:3]=[CH:4][CH:5]=[CH:6][CH:7]=1, predict the reactants needed to synthesize it. The reactants are: [CH2:1]([N:8]1[C:20]2[CH:19]=[C:18]3[C:13]([CH:14]=[CH:15][N:16]=[C:17]3[CH:21]3[CH2:26][CH2:25][NH:24][CH2:23][CH2:22]3)=[CH:12][C:11]=2[CH2:10][CH2:9]1)[C:2]1[CH:7]=[CH:6][CH:5]=[CH:4][CH:3]=1.[CH2:27]=O. (6) Given the product [C:1]([O:5][C:6]([N:8]1[CH2:13][CH2:12][C:11]([O:14][Si:37]([C:33]([CH3:36])([CH3:35])[CH3:34])([CH3:39])[CH3:38])([C:15]2[NH:16][CH:17]=[C:18]([C:20]3[CH:25]=[CH:24][C:23]([F:26])=[C:22]([CH3:27])[CH:21]=3)[N:19]=2)[CH2:10][CH2:9]1)=[O:7])([CH3:4])([CH3:3])[CH3:2], predict the reactants needed to synthesize it. The reactants are: [C:1]([O:5][C:6]([N:8]1[CH2:13][CH2:12][C:11]([C:15]2[NH:16][CH:17]=[C:18]([C:20]3[CH:25]=[CH:24][C:23]([F:26])=[C:22]([CH3:27])[CH:21]=3)[N:19]=2)([OH:14])[CH2:10][CH2:9]1)=[O:7])([CH3:4])([CH3:3])[CH3:2].N1C=CN=C1.[C:33]([Si:37](Cl)([CH3:39])[CH3:38])([CH3:36])([CH3:35])[CH3:34].O. (7) Given the product [ClH:31].[NH2:16][C@H:15]([C:24](=[O:25])[N:36]1[CH2:37][CH2:38][CH2:39][C@H:35]1[C:33]#[N:34])[CH2:14][CH2:13][CH2:12][NH:11][S:28]([CH3:27])(=[O:30])=[O:29], predict the reactants needed to synthesize it. The reactants are: C(OC([NH:11][CH2:12][CH2:13][CH2:14][C@@H:15]([C:24](O)=[O:25])[NH:16]C(OC(C)(C)C)=O)=O)C1C=CC=CC=1.[CH3:27][S:28]([Cl:31])(=[O:30])=[O:29].Cl.[C:33]([C@@H:35]1[CH2:39][CH2:38][CH2:37][NH:36]1)#[N:34]. (8) Given the product [CH3:16][O:17][C:18]1[CH:19]=[C:20]2[C:25](=[CH:26][C:27]=1[O:28][CH3:29])[N:24]=[CH:23][N:22]=[C:21]2[O:30][C:31]1[CH:36]=[CH:35][C:34]([NH2:37])=[CH:33][CH:32]=1, predict the reactants needed to synthesize it. The reactants are: ClC1C2C(=CC(OC)=C(OC)C=2)N=CN=1.[CH3:16][O:17][C:18]1[CH:19]=[C:20]2[C:25](=[CH:26][C:27]=1[O:28][CH3:29])[N:24]=[CH:23][N:22]=[C:21]2[O:30][C:31]1[CH:36]=[CH:35][C:34]([NH2:37])=[CH:33][CH:32]=1.NC1C=CC(O)=CC=1.CC(=O)CC.[OH-].[Na+].